From a dataset of Experimentally validated miRNA-target interactions with 360,000+ pairs, plus equal number of negative samples. Binary Classification. Given a miRNA mature sequence and a target amino acid sequence, predict their likelihood of interaction. The miRNA is hsa-miR-640 with sequence AUGAUCCAGGAACCUGCCUCU. The protein sequence of the target gene is MPYVDRQNRICGFLDIEEHENSGKFLRRYFILDTQANCLLWYMDNPQNLAMGAGAVGALQLTYISKVSIATPKQKPKTPFCFVINALSQRYFLQANDQKDMKDWVEALNQASKITVPKGGGLPMTTEVLKSLAAPPALEKKPQVAYKTEIIGGVVVHTPISQNGGDGQEGSEPGSHTILRRSQSYIPTSGCRASTGPPLIKSGYCVKQGNVRKSWKRRFFALDDFTICYFKCEQDREPLRTIFLKDVLKTHECLVKSGDLLMRDNLFEIITSSRTFYVQADSPEDMHSWIKEIGAAVQAL.... Result: 1 (interaction).